This data is from Reaction yield outcomes from USPTO patents with 853,638 reactions. The task is: Predict the reaction yield, written as a fraction of the theoretical maximum amount of product (1.0 means a 100% yield; for example, 0.34 means a 34% yield). (1) The reactants are [Cl:1][C:2]1[CH:28]=[CH:27][C:5]([CH2:6][NH:7][CH:8]([CH2:14][CH2:15][CH2:16][CH2:17][B:18]2[O:22]C(C)(C)C(C)(C)[O:19]2)[C:9]([O:11]CC)=[O:10])=[CH:4][CH:3]=1. The catalyst is Cl. The product is [ClH:1].[B:18]([CH2:17][CH2:16][CH2:15][CH2:14][CH:8]([NH:7][CH2:6][C:5]1[CH:27]=[CH:28][C:2]([Cl:1])=[CH:3][CH:4]=1)[C:9]([OH:11])=[O:10])([OH:19])[OH:22]. The yield is 0.830. (2) The reactants are [CH3:1][S:2][C:3]1[CH:8]=[CH:7][N:6]=[C:5]([C:9]2[CH:10]=[N:11][C:12]([N:15]3[C:23]4[C:18](=[CH:19][CH:20]=[C:21]([C:24]([O:26]C)=[O:25])[CH:22]=4)[C:17]4([CH2:29][CH2:28]4)[CH2:16]3)=[N:13][CH:14]=2)[CH:4]=1.[Li+].[OH-]. The catalyst is C1COCC1.CO.O. The product is [CH3:1][S:2][C:3]1[CH:8]=[CH:7][N:6]=[C:5]([C:9]2[CH:10]=[N:11][C:12]([N:15]3[C:23]4[C:18](=[CH:19][CH:20]=[C:21]([C:24]([OH:26])=[O:25])[CH:22]=4)[C:17]4([CH2:29][CH2:28]4)[CH2:16]3)=[N:13][CH:14]=2)[CH:4]=1. The yield is 0.970.